The task is: Regression. Given a peptide amino acid sequence and an MHC pseudo amino acid sequence, predict their binding affinity value. This is MHC class I binding data.. This data is from Peptide-MHC class I binding affinity with 185,985 pairs from IEDB/IMGT. (1) The peptide sequence is LPGPQVTAVLLHEES. The MHC is HLA-A23:01 with pseudo-sequence HLA-A23:01. The binding affinity (normalized) is 0.00638. (2) The peptide sequence is ASIDNYNKF. The MHC is HLA-A23:01 with pseudo-sequence HLA-A23:01. The binding affinity (normalized) is 0.526. (3) The peptide sequence is FVTDYVHEGV. The MHC is HLA-A02:02 with pseudo-sequence HLA-A02:02. The binding affinity (normalized) is 0.707. (4) The peptide sequence is VSTQLKTLML. The MHC is H-2-Kb with pseudo-sequence H-2-Kb. The binding affinity (normalized) is 0.403. (5) The peptide sequence is LILCFTIKR. The MHC is HLA-A68:01 with pseudo-sequence HLA-A68:01. The binding affinity (normalized) is 0.330. (6) The peptide sequence is TIHLATAPK. The MHC is HLA-A31:01 with pseudo-sequence HLA-A31:01. The binding affinity (normalized) is 0.401.